This data is from NCI-60 drug combinations with 297,098 pairs across 59 cell lines. The task is: Regression. Given two drug SMILES strings and cell line genomic features, predict the synergy score measuring deviation from expected non-interaction effect. (1) Drug 1: CNC(=O)C1=CC=CC=C1SC2=CC3=C(C=C2)C(=NN3)C=CC4=CC=CC=N4. Drug 2: CN1CCC(CC1)COC2=C(C=C3C(=C2)N=CN=C3NC4=C(C=C(C=C4)Br)F)OC. Cell line: KM12. Synergy scores: CSS=11.1, Synergy_ZIP=-3.01, Synergy_Bliss=1.53, Synergy_Loewe=-10.5, Synergy_HSA=-1.19. (2) Synergy scores: CSS=40.8, Synergy_ZIP=3.12, Synergy_Bliss=2.79, Synergy_Loewe=-29.9, Synergy_HSA=1.09. Drug 1: C1=CN(C=N1)CC(O)(P(=O)(O)O)P(=O)(O)O. Drug 2: CCC1(C2=C(COC1=O)C(=O)N3CC4=CC5=C(C=CC(=C5CN(C)C)O)N=C4C3=C2)O.Cl. Cell line: U251. (3) Drug 1: C1C(C(OC1N2C=NC3=C(N=C(N=C32)Cl)N)CO)O. Drug 2: C1C(C(OC1N2C=NC3=C2NC=NCC3O)CO)O. Cell line: OVCAR3. Synergy scores: CSS=6.72, Synergy_ZIP=0.643, Synergy_Bliss=1.27, Synergy_Loewe=2.96, Synergy_HSA=2.96.